Dataset: Forward reaction prediction with 1.9M reactions from USPTO patents (1976-2016). Task: Predict the product of the given reaction. (1) Given the reactants C([O:3][C:4](=[O:38])[CH2:5][O:6][C:7]1[CH:8]=[C:9]([C:28]2[CH:33]=[CH:32][CH:31]=[CH:30][C:29]=2[S:34]([CH3:37])(=[O:36])=[O:35])[CH:10]=[CH:11][C:12]=1[CH2:13][CH2:14][NH:15][S:16]([C:19]1[CH:24]=[C:23]([C:25]#[N:26])[CH:22]=[CH:21][C:20]=1[OH:27])(=[O:18])=[O:17])C.[OH-].[Na+].Cl, predict the reaction product. The product is: [C:25]([C:23]1[CH:22]=[CH:21][C:20]([OH:27])=[C:19]([S:16]([NH:15][CH2:14][CH2:13][C:12]2[CH:11]=[CH:10][C:9]([C:28]3[CH:33]=[CH:32][CH:31]=[CH:30][C:29]=3[S:34]([CH3:37])(=[O:36])=[O:35])=[CH:8][C:7]=2[O:6][CH2:5][C:4]([OH:38])=[O:3])(=[O:17])=[O:18])[CH:24]=1)#[N:26]. (2) Given the reactants [CH3:1][C:2]1[NH:13][C:12]2[C:7](=[CH:8][CH:9]=[CH:10][CH:11]=2)[C:3]=1[CH2:4][CH2:5][NH2:6].[CH3:14][O:15][C:16](=[O:27])/[CH:17]=[CH:18]/[C:19]1[CH:24]=[CH:23][C:22]([CH:25]=O)=[CH:21][CH:20]=1.[BH4-].[Na+].[ClH:30].[H][H], predict the reaction product. The product is: [ClH:30].[CH3:14][O:15][C:16](=[O:27])/[CH:17]=[CH:18]/[C:19]1[CH:20]=[CH:21][C:22]([CH2:25][NH:6][CH2:5][CH2:4][C:3]2[C:7]3[C:12](=[CH:11][CH:10]=[CH:9][CH:8]=3)[NH:13][C:2]=2[CH3:1])=[CH:23][CH:24]=1. (3) Given the reactants C(C1NC=CN=1)(C1NC=CN=1)=O.[C:13]([O:17][C:18]([NH:20][C:21]1([C:25]([OH:27])=O)[CH2:24][O:23][CH2:22]1)=[O:19])([CH3:16])([CH3:15])[CH3:14].O[N:29]=[C:30]([C:32]1[CH:33]=[CH:34][C:35]([CH3:50])=[C:36]([NH:38][C:39]([C:41]2[N:45]3[CH:46]=[CH:47][CH:48]=[CH:49][C:44]3=[N:43][CH:42]=2)=[O:40])[CH:37]=1)[NH2:31], predict the reaction product. The product is: [N:43]1[CH:42]=[C:41]([C:39]([NH:38][C:36]2[CH:37]=[C:32]([C:30]3[N:29]=[C:25]([C:21]4([NH:20][C:18](=[O:19])[O:17][C:13]([CH3:14])([CH3:15])[CH3:16])[CH2:22][O:23][CH2:24]4)[O:27][N:31]=3)[CH:33]=[CH:34][C:35]=2[CH3:50])=[O:40])[N:45]2[CH:46]=[CH:47][CH:48]=[CH:49][C:44]=12. (4) Given the reactants [NH2:1][C:2]1[N:7]=[C:6]([NH2:8])[C:5]([C:9]#[N:10])=[C:4]([NH:11][C@@H:12]([CH:33]2[CH2:35][CH2:34]2)[C:13]2[N:22]([C:23]3[CH:28]=[CH:27][CH:26]=[C:25]([F:29])[CH:24]=3)[C:21](=[O:30])[C:20]3[C:15](=[C:16](I)[CH:17]=[C:18]([F:31])[CH:19]=3)[N:14]=2)[N:3]=1.[CH3:36][N:37]1C(=O)CCC1, predict the reaction product. The product is: [CH:33]1([C@H:12]([NH:11][C:4]2[C:5]([C:9]#[N:10])=[C:6]([NH2:8])[N:7]=[C:2]([NH2:1])[N:3]=2)[C:13]2[N:22]([C:23]3[CH:28]=[CH:27][CH:26]=[C:25]([F:29])[CH:24]=3)[C:21](=[O:30])[C:20]3[C:19]([C:36]#[N:37])=[C:18]([F:31])[CH:17]=[CH:16][C:15]=3[N:14]=2)[CH2:34][CH2:35]1. (5) Given the reactants [I:1][C:2]1[CH:6]=[C:5]([CH:7]2[CH2:10][N:9](C(OC(C)(C)C)=O)[CH2:8]2)[N:4]([CH:18]([CH3:20])[CH3:19])[N:3]=1.FC(F)(F)C(O)=O, predict the reaction product. The product is: [NH:9]1[CH2:8][CH:7]([C:5]2[N:4]([CH:18]([CH3:19])[CH3:20])[N:3]=[C:2]([I:1])[CH:6]=2)[CH2:10]1. (6) Given the reactants [NH2:1][C:2]1[CH:6]=[C:5]([C:7]2[CH:12]=[CH:11][N:10]=[CH:9][CH:8]=2)[S:4][C:3]=1[C:13]([NH2:15])=[O:14].[C:16]([N:23]1[CH2:28][CH2:27][C:26](=O)[CH2:25][CH2:24]1)([O:18][C:19]([CH3:22])([CH3:21])[CH3:20])=[O:17].O.C1(C)C=CC(S(O)(=O)=O)=CC=1.C(=O)([O-])O.[Na+], predict the reaction product. The product is: [O:14]=[C:13]1[NH:15][C:26]2([CH2:27][CH2:28][N:23]([C:16]([O:18][C:19]([CH3:22])([CH3:21])[CH3:20])=[O:17])[CH2:24][CH2:25]2)[NH:1][C:2]2[CH:6]=[C:5]([C:7]3[CH:8]=[CH:9][N:10]=[CH:11][CH:12]=3)[S:4][C:3]1=2.